Dataset: Forward reaction prediction with 1.9M reactions from USPTO patents (1976-2016). Task: Predict the product of the given reaction. Given the reactants Cl.Cl[CH2:3][CH2:4][N:5]1[CH2:9][CH2:8][CH2:7][CH2:6]1.[OH:10][C:11]1[CH:18]=[CH:17][C:14]([CH:15]=[O:16])=[CH:13][CH:12]=1, predict the reaction product. The product is: [N:5]1([CH2:4][CH2:3][O:10][C:11]2[CH:18]=[CH:17][C:14]([CH:15]=[O:16])=[CH:13][CH:12]=2)[CH2:9][CH2:8][CH2:7][CH2:6]1.